The task is: Regression. Given a peptide amino acid sequence and an MHC pseudo amino acid sequence, predict their binding affinity value. This is MHC class I binding data.. This data is from Peptide-MHC class I binding affinity with 185,985 pairs from IEDB/IMGT. The peptide sequence is QYNRYLALY. The MHC is HLA-A01:01 with pseudo-sequence HLA-A01:01. The binding affinity (normalized) is 0.